Dataset: hERG Central: cardiac toxicity at 1µM, 10µM, and general inhibition. Task: Predict hERG channel inhibition at various concentrations. (1) The compound is CCCCC(=O)Nc1ccc2c(c1)nc(CCN1CCN(c3ccccn3)CC1)n2C. Results: hERG_inhib (hERG inhibition (general)): blocker. (2) The compound is CCCCCc1cc(=O)oc2c(C(CCN3CCCC(C)C3)c3cc(OC)c(OC)c(OC)c3)c(OC)cc(OC)c12. Results: hERG_inhib (hERG inhibition (general)): blocker. (3) The compound is OCCC1CN(Cc2ccc3nsnc3c2)CCN1CCc1ccccc1. Results: hERG_inhib (hERG inhibition (general)): blocker. (4) The molecule is COc1ccc(Cc2noc(CN3CCN(C4CCc5ccccc5C4)CC3)n2)cc1OC. Results: hERG_inhib (hERG inhibition (general)): blocker. (5) The compound is CCCC(C(=O)OCCN(CC)CC)(c1ccccc1)c1ccccc1.Cl. Results: hERG_inhib (hERG inhibition (general)): blocker.